The task is: Predict the reactants needed to synthesize the given product.. This data is from Retrosynthesis with 50K atom-mapped reactions and 10 reaction types from USPTO. (1) Given the product CC(C)(C)OC(=O)N1CC[C@H](CN)[C@H](F)C1, predict the reactants needed to synthesize it. The reactants are: CC(C)(C)OC(=O)N1CC[C@H](CN=[N+]=[N-])[C@H](F)C1. (2) Given the product CC(C)(C)OC(=O)N1CCC(CN2CCN(S(=O)(=O)CCl)CC2=O)CC1, predict the reactants needed to synthesize it. The reactants are: CC(C)(C)OC(=O)N1CCC(CN2CCNCC2=O)CC1.O=S(=O)(Cl)CCl. (3) Given the product CC(C)(C)OC(=O)N1CCC(Nc2ccc(F)cc2F)CC1, predict the reactants needed to synthesize it. The reactants are: CC(C)(C)OC(=O)N1CCC(=O)CC1.Nc1ccc(F)cc1F. (4) Given the product COc1ccc(C(=O)Nc2ccc(C(C)(C)C#N)c(C)c2)cc1OC, predict the reactants needed to synthesize it. The reactants are: COc1ccc(C(=O)Cl)cc1OC.Cc1cc(N)ccc1C(C)(C)C#N. (5) Given the product CC(=O)OCC(C)(C)C(=O)Nc1ccc(I)cn1, predict the reactants needed to synthesize it. The reactants are: CC(=O)OCC(C)(C)C(=O)Cl.Nc1ccc(I)cn1. (6) Given the product Cc1noc(-c2ccc(-c3ccc(C4(C(=O)NS(=O)(=O)c5ccccc5)CC4)cc3)cc2)c1NC(=O)O[C@H](C)c1ccccc1, predict the reactants needed to synthesize it. The reactants are: Cc1noc(-c2ccc(-c3ccc(C4(C(=O)O)CC4)cc3)cc2)c1NC(=O)O[C@H](C)c1ccccc1.NS(=O)(=O)c1ccccc1. (7) Given the product O=C(NCc1ccc(F)cc1)c1nc(Cc2ccccc2Br)[nH]c(=O)c1O, predict the reactants needed to synthesize it. The reactants are: COC(=O)c1nc(Cc2ccccc2Br)[nH]c(=O)c1O.NCc1ccc(F)cc1.